Predict which catalyst facilitates the given reaction. From a dataset of Catalyst prediction with 721,799 reactions and 888 catalyst types from USPTO. The catalyst class is: 4. Reactant: Cl.[O:2]1[CH2:7][CH2:6][O:5][CH2:4][CH:3]1[CH2:8][NH:9][CH3:10].[CH:11]1[CH:16]=[CH:15][C:14]([CH2:17][O:18][C:19](Cl)=[O:20])=[CH:13][CH:12]=1.C(N(CC)CC)C. Product: [O:2]1[CH2:7][CH2:6][O:5][CH2:4][CH:3]1[CH2:8][N:9]([CH3:10])[C:19](=[O:20])[O:18][CH2:17][C:14]1[CH:15]=[CH:16][CH:11]=[CH:12][CH:13]=1.